Dataset: Catalyst prediction with 721,799 reactions and 888 catalyst types from USPTO. Task: Predict which catalyst facilitates the given reaction. (1) Reactant: [CH3:1][C:2]1[C:6]([C:7]2[CH:8]=[CH:9][C:10]3[N:11]([C:13]([C:16]([OH:18])=O)=[CH:14][N:15]=3)[N:12]=2)=[C:5]([CH3:19])[O:4][N:3]=1.CN(C(ON1N=NC2C=CC=NC1=2)=[N+](C)C)C.F[P-](F)(F)(F)(F)F.[N:44]1([C:49]2[CH:54]=[C:53]([NH2:55])[CH:52]=[CH:51][N:50]=2)[CH2:48][CH2:47][CH2:46][CH2:45]1.CCN(C(C)C)C(C)C. Product: [CH3:1][C:2]1[C:6]([C:7]2[CH:8]=[CH:9][C:10]3[N:11]([C:13]([C:16]([NH:55][C:53]4[CH:52]=[CH:51][N:50]=[C:49]([N:44]5[CH2:48][CH2:47][CH2:46][CH2:45]5)[CH:54]=4)=[O:18])=[CH:14][N:15]=3)[N:12]=2)=[C:5]([CH3:19])[O:4][N:3]=1. The catalyst class is: 18. (2) Reactant: C(OC(=O)[NH:7][C:8]1[CH:13]=[CH:12][C:11]([C:14]2[CH:19]=[CH:18][CH:17]=[CH:16][C:15]=2[F:20])=[CH:10][C:9]=1[NH:21][C:22](=[O:37])[CH2:23][C:24]([C:26]1[CH:31]=[CH:30][CH:29]=[C:28]([N:32]2[CH:36]=[CH:35][N:34]=[CH:33]2)[CH:27]=1)=O)(C)(C)C.C(O)(C(F)(F)F)=O. Product: [F:20][C:15]1[CH:16]=[CH:17][CH:18]=[CH:19][C:14]=1[C:11]1[CH:12]=[CH:13][C:8]2[N:7]=[C:24]([C:26]3[CH:31]=[CH:30][CH:29]=[C:28]([N:32]4[CH:36]=[CH:35][N:34]=[CH:33]4)[CH:27]=3)[CH2:23][C:22](=[O:37])[NH:21][C:9]=2[CH:10]=1. The catalyst class is: 2. (3) Reactant: [C:1]([C:3]1[CH:8]=[CH:7][C:6]([C:9]2[N:13]3[N:14]=[C:15]([C:18]4[CH:40]=[CH:39][C:21]([C:22]([N:24]5[CH2:29][CH2:28][C:27]([NH:31]C(=O)OC(C)(C)C)([CH3:30])[CH2:26][CH2:25]5)=[O:23])=[CH:20][CH:19]=4)[CH:16]=[CH:17][C:12]3=[N:11][CH:10]=2)=[CH:5][CH:4]=1)#[N:2].C(O)(C(F)(F)F)=O. Product: [NH2:31][C:27]1([CH3:30])[CH2:26][CH2:25][N:24]([C:22]([C:21]2[CH:20]=[CH:19][C:18]([C:15]3[CH:16]=[CH:17][C:12]4[N:13]([C:9]([C:6]5[CH:7]=[CH:8][C:3]([C:1]#[N:2])=[CH:4][CH:5]=5)=[CH:10][N:11]=4)[N:14]=3)=[CH:40][CH:39]=2)=[O:23])[CH2:29][CH2:28]1. The catalyst class is: 2. (4) Reactant: [C:1]([Br:5])(Br)(Br)Br.OC[C:8]1[CH:13]=[CH:12][CH:11]=[C:10]([C:14]([O:17][CH3:18])([CH3:16])[CH3:15])[N:9]=1.C1(P(C2C=CC=CC=2)C2C=CC=CC=2)C=CC=CC=1. Product: [Br:5][CH2:1][C:8]1[CH:13]=[CH:12][CH:11]=[C:10]([C:14]([O:17][CH3:18])([CH3:15])[CH3:16])[N:9]=1. The catalyst class is: 2. (5) Reactant: [NH2:1][C:2]1[C:7]2[C:8](=[O:31])[N:9]([C:13]3[CH:18]=[CH:17][C:16]([N:19]4[CH:23]=[CH:22][N:21]([CH2:24][C:25]([O:27]CC)=[O:26])[C:20]4=[O:30])=[CH:15][CH:14]=3)[CH2:10][CH2:11][O:12][C:6]=2[N:5]=[CH:4][N:3]=1.O[Li].O.Cl. Product: [NH2:1][C:2]1[C:7]2[C:8](=[O:31])[N:9]([C:13]3[CH:14]=[CH:15][C:16]([N:19]4[CH:23]=[CH:22][N:21]([CH2:24][C:25]([OH:27])=[O:26])[C:20]4=[O:30])=[CH:17][CH:18]=3)[CH2:10][CH2:11][O:12][C:6]=2[N:5]=[CH:4][N:3]=1. The catalyst class is: 38. (6) Reactant: [Si]([O:8][C@@H:9]([CH3:26])[C@:10]([C:18]1[CH:23]=[CH:22][C:21]([F:24])=[CH:20][C:19]=1[F:25])([OH:17])[CH2:11][N:12]1[CH:16]=[N:15][CH:14]=[N:13]1)(C(C)(C)C)(C)C.CCCC[N+](CCCC)(CCCC)CCCC.[F-].O. Product: [F:25][C:19]1[CH:20]=[C:21]([F:24])[CH:22]=[CH:23][C:18]=1[C@:10]([OH:17])([C@@H:9]([OH:8])[CH3:26])[CH2:11][N:12]1[CH:16]=[N:15][CH:14]=[N:13]1. The catalyst class is: 1. (7) Reactant: C([O:8][C:9]1[CH:10]=[N:11][CH:12]=[CH:13][C:14]=1[C:15]1[O:16][C:17]2[CH:23]=[CH:22][C:21]([C:24]([CH3:27])([CH3:26])[CH3:25])=[CH:20][C:18]=2[N:19]=1)C1C=CC=CC=1.[H][H]. Product: [C:24]([C:21]1[CH:22]=[CH:23][C:17]2[O:16][C:15]([C:14]3[CH:13]=[CH:12][N:11]=[CH:10][C:9]=3[OH:8])=[N:19][C:18]=2[CH:20]=1)([CH3:27])([CH3:25])[CH3:26]. The catalyst class is: 331.